Dataset: Forward reaction prediction with 1.9M reactions from USPTO patents (1976-2016). Task: Predict the product of the given reaction. The product is: [CH3:11][O:12][C:13]1[CH:14]=[C:15]2[C:20](=[C:21]3[CH2:25][C:24]([CH3:27])([CH3:26])[O:23][C:22]=13)[C:19]([C:28]1[CH:29]=[C:30]([C:34]3[CH:35]=[CH:36][C:37]([NH:40][CH:1]=[O:3])=[CH:38][CH:39]=3)[CH:31]=[CH:32][CH:33]=1)=[N:18][C:17]([CH3:42])([CH3:41])[CH2:16]2. Given the reactants [CH:1]([OH:3])=O.C(OC(=O)C)(=O)C.[CH3:11][O:12][C:13]1[CH:14]=[C:15]2[C:20](=[C:21]3[CH2:25][C:24]([CH3:27])([CH3:26])[O:23][C:22]=13)[C:19]([C:28]1[CH:29]=[C:30]([C:34]3[CH:39]=[CH:38][C:37]([NH2:40])=[CH:36][CH:35]=3)[CH:31]=[CH:32][CH:33]=1)=[N:18][C:17]([CH3:42])([CH3:41])[CH2:16]2.C(=O)([O-])O.[Na+], predict the reaction product.